Predict which catalyst facilitates the given reaction. From a dataset of Catalyst prediction with 721,799 reactions and 888 catalyst types from USPTO. (1) Reactant: [F:1][C:2]1[CH:7]=[C:6]([CH3:8])[C:5]([CH:9]2[C:13](=[O:14])[CH:12]=[CH:11][C:10]2=[O:15])=[C:4]([CH3:16])[CH:3]=1. Product: [F:1][C:2]1[CH:3]=[C:4]([CH3:16])[C:5]([CH:9]2[C:13](=[O:14])[CH2:12][CH2:11][C:10]2=[O:15])=[C:6]([CH3:8])[CH:7]=1. The catalyst class is: 183. (2) Reactant: [ClH:1].[C:2]([C:5]1[CH:10]=[CH:9][CH:8]=[CH:7][CH:6]=1)(=[O:4])[CH3:3].[CH2:11]=O.Cl.[CH3:14][NH:15][CH3:16]. Product: [ClH:1].[CH3:14][N:15]([CH3:11])[CH2:16][CH2:3][C:2]([C:5]1[CH:10]=[CH:9][CH:8]=[CH:7][CH:6]=1)=[O:4]. The catalyst class is: 14.